From a dataset of Full USPTO retrosynthesis dataset with 1.9M reactions from patents (1976-2016). Predict the reactants needed to synthesize the given product. (1) Given the product [CH:2]([CH:3]1[CH2:4][CH2:5][CH:6]([CH3:7])[O:8][CH:10]1[CH:11]=[CH:12][CH3:13])([CH3:9])[CH3:1], predict the reactants needed to synthesize it. The reactants are: [CH3:1][C:2]([CH3:9])=[CH:3][CH2:4][CH2:5][CH:6]([OH:8])[CH3:7].[CH:10](=O)/[CH:11]=[CH:12]/[CH3:13]. (2) Given the product [CH3:19][C:20]1([CH3:40])[C:32]2[CH:31]=[C:30]([N:33]([C:34]3[CH:39]=[CH:38][CH:37]=[CH:36][CH:35]=3)[C:2]3[CH:15]=[CH:14][CH:13]4[CH:4]([C:5](=[O:18])[C:6]5[C:11]([C:12]4=[O:16])=[CH:10][C:9]([N:33]([C:34]4[CH:35]=[CH:45][C:42]6[C:43]7[C:59](=[CH:22][CH:21]=[CH:20][CH:19]=7)[C:56]([CH3:57])([CH3:58])[C:41]=6[CH:39]=4)[C:30]4[CH:31]=[CH:32][CH:27]=[CH:28][CH:29]=4)=[CH:8][CH:7]=5)[CH:3]=3)[CH:29]=[CH:28][C:27]=2[C:26]2[C:21]1=[CH:22][CH:23]=[CH:24][CH:25]=2, predict the reactants needed to synthesize it. The reactants are: Cl[C:2]1[CH:15]=[CH:14][CH:13]2[CH:4]([C:5](=[O:18])[C:6]3[C:11]([C:12]2=[O:16])=[CH:10][C:9](Cl)=[CH:8][CH:7]=3)[CH:3]=1.[CH3:19][C:20]1([CH3:40])[C:32]2[CH:31]=[C:30]([NH:33][C:34]3[CH:39]=[CH:38][CH:37]=[CH:36][CH:35]=3)[CH:29]=[CH:28][C:27]=2[C:26]2[C:21]1=[CH:22][CH:23]=[CH:24][CH:25]=2.[CH3:41][C:42]([CH3:45])([O-])[CH3:43].[Na+].[C:56](P([C:56]([CH3:59])([CH3:58])[CH3:57])[C:56]([CH3:59])([CH3:58])[CH3:57])([CH3:59])([CH3:58])[CH3:57]. (3) Given the product [C:1]1([C:7]2[CH:12]=[C:11]([C:13]3[CH:14]=[CH:15][CH:16]=[CH:17][CH:18]=3)[N:10]=[C:9]([O:19][CH2:21][CH2:22][CH2:23][C:24]#[N:25])[CH:8]=2)[CH:2]=[CH:3][CH:4]=[CH:5][CH:6]=1, predict the reactants needed to synthesize it. The reactants are: [C:1]1([C:7]2[CH:12]=[C:11]([C:13]3[CH:18]=[CH:17][CH:16]=[CH:15][CH:14]=3)[NH:10][C:9](=[O:19])[CH:8]=2)[CH:6]=[CH:5][CH:4]=[CH:3][CH:2]=1.Br[CH2:21][CH2:22][CH2:23][C:24]#[N:25]. (4) Given the product [CH2:1]([O:3][C:4]([C:6]1[CH:7]=[N:8][N:9]2[C:14]([NH:15][C:16]3[CH:17]=[CH:18][C:19]([CH3:22])=[CH:20][CH:21]=3)=[C:13]([C:23]([N:37]3[CH2:38][CH2:39][C:34]4([C:31]5[CH:32]=[CH:33][C:28]([F:27])=[CH:29][C:30]=5[O:41][CH2:40]4)[CH2:35][CH2:36]3)=[O:25])[CH:12]=[N:11][C:10]=12)=[O:5])[CH3:2], predict the reactants needed to synthesize it. The reactants are: [CH2:1]([O:3][C:4]([C:6]1[CH:7]=[N:8][N:9]2[C:14]([NH:15][C:16]3[CH:21]=[CH:20][C:19]([CH3:22])=[CH:18][CH:17]=3)=[C:13]([C:23]([OH:25])=O)[CH:12]=[N:11][C:10]=12)=[O:5])[CH3:2].Cl.[F:27][C:28]1[CH:33]=[CH:32][C:31]2[C:34]3([CH2:40][O:41][C:30]=2[CH:29]=1)[CH2:39][CH2:38][NH:37][CH2:36][CH2:35]3.